This data is from NCI-60 drug combinations with 297,098 pairs across 59 cell lines. The task is: Regression. Given two drug SMILES strings and cell line genomic features, predict the synergy score measuring deviation from expected non-interaction effect. (1) Drug 1: CCCS(=O)(=O)NC1=C(C(=C(C=C1)F)C(=O)C2=CNC3=C2C=C(C=N3)C4=CC=C(C=C4)Cl)F. Drug 2: C1CC(=O)NC(=O)C1N2C(=O)C3=CC=CC=C3C2=O. Cell line: CCRF-CEM. Synergy scores: CSS=-0.159, Synergy_ZIP=0.489, Synergy_Bliss=2.64, Synergy_Loewe=0.244, Synergy_HSA=0.0545. (2) Drug 1: C1=NC(=NC(=O)N1C2C(C(C(O2)CO)O)O)N. Drug 2: CNC(=O)C1=NC=CC(=C1)OC2=CC=C(C=C2)NC(=O)NC3=CC(=C(C=C3)Cl)C(F)(F)F. Cell line: U251. Synergy scores: CSS=11.0, Synergy_ZIP=-8.75, Synergy_Bliss=0.127, Synergy_Loewe=-28.8, Synergy_HSA=-3.05. (3) Drug 1: CC1C(C(=O)NC(C(=O)N2CCCC2C(=O)N(CC(=O)N(C(C(=O)O1)C(C)C)C)C)C(C)C)NC(=O)C3=C4C(=C(C=C3)C)OC5=C(C(=O)C(=C(C5=N4)C(=O)NC6C(OC(=O)C(N(C(=O)CN(C(=O)C7CCCN7C(=O)C(NC6=O)C(C)C)C)C)C(C)C)C)N)C. Drug 2: CN1C2=C(C=C(C=C2)N(CCCl)CCCl)N=C1CCCC(=O)O.Cl. Cell line: NCI-H226. Synergy scores: CSS=16.8, Synergy_ZIP=-0.522, Synergy_Bliss=-2.85, Synergy_Loewe=-52.3, Synergy_HSA=-1.97.